This data is from Forward reaction prediction with 1.9M reactions from USPTO patents (1976-2016). The task is: Predict the product of the given reaction. (1) Given the reactants [Cl:1][C:2]1[CH:3]=[C:4]([N+:11]([O-])=O)[C:5]([S:8][CH2:9][CH3:10])=[N:6][CH:7]=1.ClC1C=CC(SC2C=CC=CC=2)=C(C=1)[NH2:20], predict the reaction product. The product is: [Cl:1][C:2]1[CH:3]=[C:4]([NH:11][NH2:20])[C:5]([S:8][CH2:9][CH3:10])=[N:6][CH:7]=1. (2) Given the reactants [CH3:1][O:2][C:3](=[O:27])[C@H:4]([CH2:23][CH2:24][S:25][CH3:26])[NH:5][C:6](=[O:22])[C:7]1[CH:12]=[CH:11][C:10]([C:13](O)=[O:14])=[CH:9][C:8]=1[C:16]1[CH:21]=[CH:20][CH:19]=[CH:18][CH:17]=1.ON1C(=O)C2C=CC=CC=2N=N1.[NH2:40][C:41]1[CH:46]=[CH:45][CH:44]=[CH:43][N:42]=1.Cl.CN(C)CCCN=C=NCC, predict the reaction product. The product is: [CH3:1][O:2][C:3](=[O:27])[C@H:4]([CH2:23][CH2:24][S:25][CH3:26])[NH:5][C:6](=[O:22])[C:7]1[CH:12]=[CH:11][C:10]([C:13]([NH:40][C:41]2[CH:46]=[CH:45][CH:44]=[CH:43][N:42]=2)=[O:14])=[CH:9][C:8]=1[C:16]1[CH:21]=[CH:20][CH:19]=[CH:18][CH:17]=1. (3) Given the reactants [CH:1]1[N:2]=[C:3]([NH:10][C:11]2[CH:16]=[CH:15][CH:14]=[C:13]([NH2:17])[CH:12]=2)[N:4]2[CH:9]=[CH:8][CH:7]=[CH:6][C:5]=12.I.[C:19]1([C:25](SC)=[NH:26])[CH:24]=[CH:23][CH:22]=[CH:21][CH:20]=1.[OH-:29].[Na+], predict the reaction product. The product is: [OH-:29].[NH4+:2].[CH:1]1[N:2]=[C:3]([NH:10][C:11]2[CH:12]=[C:13]([NH:17][C:25]([C:19]3[CH:24]=[CH:23][CH:22]=[CH:21][CH:20]=3)=[NH:26])[CH:14]=[CH:15][CH:16]=2)[N:4]2[CH:9]=[CH:8][CH:7]=[CH:6][C:5]=12. (4) Given the reactants [N:1]([C:4]1[N:9]=[C:8]([C:10]([C:12]2[C:17]([N:18]([CH2:32][O:33][CH3:34])[S:19]([C:22]3[CH:27]=[CH:26][C:25]([C:28]([CH3:31])([CH3:30])[CH3:29])=[CH:24][CH:23]=3)(=[O:21])=[O:20])=[CH:16][C:15]([Cl:35])=[CH:14][N:13]=2)=[O:11])[CH:7]=[CH:6][CH:5]=1)=[N+]=[N-].C(CCP(CCC(O)=O)CCC(O)=O)(O)=O, predict the reaction product. The product is: [NH2:1][C:4]1[N:9]=[C:8]([C:10]([C:12]2[C:17]([N:18]([CH2:32][O:33][CH3:34])[S:19]([C:22]3[CH:27]=[CH:26][C:25]([C:28]([CH3:30])([CH3:31])[CH3:29])=[CH:24][CH:23]=3)(=[O:20])=[O:21])=[CH:16][C:15]([Cl:35])=[CH:14][N:13]=2)=[O:11])[CH:7]=[CH:6][CH:5]=1. (5) Given the reactants C([O:8][C:9]1[CH:24]=[CH:23][C:12]2[CH:13]=[C:14]([C:18]([O:20][CH2:21][CH3:22])=[O:19])[CH2:15][CH2:16][O:17][C:11]=2[CH:10]=1)C1C=CC=CC=1, predict the reaction product. The product is: [OH:8][C:9]1[CH:24]=[CH:23][C:12]2[CH2:13][CH:14]([C:18]([O:20][CH2:21][CH3:22])=[O:19])[CH2:15][CH2:16][O:17][C:11]=2[CH:10]=1. (6) Given the reactants [CH3:1][N:2]1[CH:6]=[C:5]([CH2:7]OS(C)(=O)=O)[CH:4]=[N:3]1.[C:13]([NH:17][C:18]([C:20]1[C:28]2[C:23](=[N:24][CH:25]=[C:26]([C:29]3[C:37]4[C:32](=[CH:33][CH:34]=[C:35]([O:38][CH:39]([F:41])[F:40])[CH:36]=4)[NH:31][N:30]=3)[N:27]=2)[N:22]([CH2:42][O:43][CH2:44][CH2:45][Si:46]([CH3:49])([CH3:48])[CH3:47])[CH:21]=1)=[O:19])([CH3:16])([CH3:15])[CH3:14].C([O-])([O-])=O.[Cs+].[Cs+], predict the reaction product. The product is: [C:13]([NH:17][C:18]([C:20]1[C:28]2[C:23](=[N:24][CH:25]=[C:26]([C:29]3[C:37]4[C:32](=[CH:33][CH:34]=[C:35]([O:38][CH:39]([F:40])[F:41])[CH:36]=4)[N:31]([CH2:7][C:5]4[CH:4]=[N:3][N:2]([CH3:1])[CH:6]=4)[N:30]=3)[N:27]=2)[N:22]([CH2:42][O:43][CH2:44][CH2:45][Si:46]([CH3:49])([CH3:48])[CH3:47])[CH:21]=1)=[O:19])([CH3:16])([CH3:15])[CH3:14].